From a dataset of PAMPA (Parallel Artificial Membrane Permeability Assay) permeability data from NCATS. Regression/Classification. Given a drug SMILES string, predict its absorption, distribution, metabolism, or excretion properties. Task type varies by dataset: regression for continuous measurements (e.g., permeability, clearance, half-life) or binary classification for categorical outcomes (e.g., BBB penetration, CYP inhibition). Dataset: pampa_ncats. (1) The drug is C1=CC=C(C=C1)CC(=O)NC2=CC=C(C=C2)S(=O)(=O)NC3=NC=CS3. The result is 0 (low-to-moderate permeability). (2) The compound is CC(C)(CN1C2=C(C=C(C=C2)CN3CCOCC3)N=C1NC(=O)C4=CC=C(S4)C5=CNN=C5)O. The result is 1 (high permeability). (3) The molecule is CNC1=C(N=C(S1)C2=CC=CC3=CC=CC=C32)C#N. The result is 1 (high permeability). (4) The compound is CN1C2=C(C3=C1C(=O)N(N=C3)CC4=CC(=CC=C4)N)SC(=C2)SC. The result is 1 (high permeability). (5) The result is 1 (high permeability). The drug is C1C(=NN2C(=NN=C2S1)C3=CC=NC=C3)C4=CC=CC=C4. (6) The drug is C[N+]1=C2N(C3=CC=CC=C31)N=C(CS2)C4=CC=C(C=C4)OC.[Br-]. The result is 0 (low-to-moderate permeability). (7) The molecule is CCOC1=C(C=C(C=C1)CCNC(=O)C2=CC3=C(N2CC4=CC=CC=N4)C=CS3)OCC. The result is 1 (high permeability).